Dataset: Peptide-MHC class I binding affinity with 185,985 pairs from IEDB/IMGT. Task: Regression. Given a peptide amino acid sequence and an MHC pseudo amino acid sequence, predict their binding affinity value. This is MHC class I binding data. (1) The peptide sequence is SQRVEFLEY. The MHC is HLA-A24:03 with pseudo-sequence HLA-A24:03. The binding affinity (normalized) is 0.0847. (2) The peptide sequence is STCMMCYKR. The MHC is HLA-A68:01 with pseudo-sequence HLA-A68:01. The binding affinity (normalized) is 0.734. (3) The peptide sequence is SIEQNLTDT. The MHC is HLA-A02:02 with pseudo-sequence HLA-A02:02. The binding affinity (normalized) is 0.316. (4) The MHC is HLA-A68:02 with pseudo-sequence HLA-A68:02. The binding affinity (normalized) is 0.0707. The peptide sequence is ATQFNFNGHT. (5) The peptide sequence is RPMTYKAAL. The MHC is HLA-B40:02 with pseudo-sequence HLA-B40:02. The binding affinity (normalized) is 0. (6) The peptide sequence is EHGIVIRAF. The MHC is HLA-B58:01 with pseudo-sequence HLA-B58:01. The binding affinity (normalized) is 0.0847. (7) The peptide sequence is FLRDNRAVL. The MHC is HLA-B08:01 with pseudo-sequence HLA-B08:01. The binding affinity (normalized) is 0.680.